This data is from Catalyst prediction with 721,799 reactions and 888 catalyst types from USPTO. The task is: Predict which catalyst facilitates the given reaction. (1) Reactant: [CH3:1][C:2]1[CH:3]=[C:4]([NH:9][C:10]2[N:15]=[C:14]([N:16]3[CH:20]=[CH:19][C:18]([C:21]([F:24])([F:23])[F:22])=[N:17]3)[C:13]([C:25]3[CH:26]=[C:27]([C:33]([OH:35])=O)[C:28]([O:31][CH3:32])=[N:29][CH:30]=3)=[CH:12][N:11]=2)[CH:5]=[C:6]([CH3:8])[CH:7]=1.[CH2:36]([S:39]([NH2:42])(=[O:41])=[O:40])[CH2:37][CH3:38].C(N(CC)CC)C.[I-].ClC1C=CC=C[N+]=1C. Product: [CH3:1][C:2]1[CH:3]=[C:4]([NH:9][C:10]2[N:15]=[C:14]([N:16]3[CH:20]=[CH:19][C:18]([C:21]([F:23])([F:24])[F:22])=[N:17]3)[C:13]([C:25]3[CH:26]=[C:27]([C:33]([NH:42][S:39]([CH2:36][CH2:37][CH3:38])(=[O:41])=[O:40])=[O:35])[C:28]([O:31][CH3:32])=[N:29][CH:30]=3)=[CH:12][N:11]=2)[CH:5]=[C:6]([CH3:8])[CH:7]=1. The catalyst class is: 143. (2) Reactant: [C:1]([CH:3]=[CH:4][CH2:5][CH2:6][C@H:7]1[CH2:11][O:10]C(C)(C)[N:8]1[C:14]([O:16][C:17]([CH3:20])([CH3:19])[CH3:18])=[O:15])#[N:2].C1(C)C=CC(S(O)(=O)=O)=CC=1.C(=O)(O)[O-].[Na+]. Product: [C:1]([CH:3]=[CH:4][CH2:5][CH2:6][C@H:7]([NH:8][C:14](=[O:15])[O:16][C:17]([CH3:19])([CH3:18])[CH3:20])[CH2:11][OH:10])#[N:2]. The catalyst class is: 5. (3) Reactant: [NH2:1][C:2]1[CH:7]=[CH:6][CH:5]=[CH:4][C:3]=1[NH:8][C:9](=[O:12])[CH:10]=[CH2:11].CCN(C(C)C)C(C)C.[Cl:22][C:23]1[N:28]=[C:27](Cl)[C:26]([Cl:30])=[CH:25][N:24]=1.C(OCC)(=O)C.CCCCCC. Product: [Cl:22][C:23]1[N:28]=[C:27]([NH:1][C:2]2[CH:7]=[CH:6][CH:5]=[CH:4][C:3]=2[NH:8][C:9](=[O:12])[CH:10]=[CH2:11])[C:26]([Cl:30])=[CH:25][N:24]=1. The catalyst class is: 514.